From a dataset of Peptide-MHC class I binding affinity with 185,985 pairs from IEDB/IMGT. Regression. Given a peptide amino acid sequence and an MHC pseudo amino acid sequence, predict their binding affinity value. This is MHC class I binding data. The peptide sequence is SPREECGVF. The MHC is HLA-B46:01 with pseudo-sequence HLA-B46:01. The binding affinity (normalized) is 0.0847.